From a dataset of Forward reaction prediction with 1.9M reactions from USPTO patents (1976-2016). Predict the product of the given reaction. (1) Given the reactants [Cl:1][C:2]1[C:3]([O:13][CH3:14])=[C:4]([C:8]2([C:11]#N)[CH2:10][CH2:9]2)[CH:5]=[CH:6][CH:7]=1.CC(C[AlH]CC(C)C)C.C(O)(=O)C(C(C(O)=O)O)[OH:26].C(OC)(C)(C)C, predict the reaction product. The product is: [Cl:1][C:2]1[C:3]([O:13][CH3:14])=[C:4]([C:8]2([CH:11]=[O:26])[CH2:10][CH2:9]2)[CH:5]=[CH:6][CH:7]=1. (2) Given the reactants [Br:1][C:2]1[CH:3]=[C:4]([N:8]2[C:12](=O)[CH2:11][C:10]([CH3:15])([CH3:14])[C:9]2=O)[CH:5]=[CH:6][CH:7]=1.B.CO.O, predict the reaction product. The product is: [Br:1][C:2]1[CH:3]=[C:4]([N:8]2[CH2:12][CH2:11][C:10]([CH3:15])([CH3:14])[CH2:9]2)[CH:5]=[CH:6][CH:7]=1. (3) Given the reactants [Si:1]([O:8][C@@H:9]1[CH2:13][C:12]([C:14]2[CH:19]=[CH:18][CH:17]=[C:16]([F:20])[CH:15]=2)=[N:11][CH2:10]1)([C:4]([CH3:7])([CH3:6])[CH3:5])([CH3:3])[CH3:2].[BH4-].[Na+], predict the reaction product. The product is: [Si:1]([O:8][C@H:9]1[CH2:10][NH:11][C@@H:12]([C:14]2[CH:19]=[CH:18][CH:17]=[C:16]([F:20])[CH:15]=2)[CH2:13]1)([C:4]([CH3:7])([CH3:6])[CH3:5])([CH3:3])[CH3:2]. (4) Given the reactants [CH:1]1([NH:6][C:7]2[C:12]([NH:13][C:14](=O)[C:15]([O:17][CH2:18][CH3:19])=[O:16])=[CH:11][CH:10]=[CH:9][N:8]=2)[CH2:5][CH2:4][CH2:3][CH2:2]1, predict the reaction product. The product is: [CH:1]1([N:6]2[C:7]3=[N:8][CH:9]=[CH:10][CH:11]=[C:12]3[N:13]=[C:14]2[C:15]([O:17][CH2:18][CH3:19])=[O:16])[CH2:5][CH2:4][CH2:3][CH2:2]1. (5) Given the reactants [CH3:1][C:2]1[CH:6]=[C:5]([CH2:7][C:8]([OH:10])=[O:9])[O:4][N:3]=1.[CH3:11]O, predict the reaction product. The product is: [CH3:11][O:9][C:8](=[O:10])[CH2:7][C:5]1[O:4][N:3]=[C:2]([CH3:1])[CH:6]=1. (6) Given the reactants [C:1]([C:5]1[N:10]=[C:9]([N:11]2[CH2:16][CH2:15][NH:14][CH2:13][CH2:12]2)[CH:8]=[C:7]([CH:17]2[CH2:20][CH2:19][CH2:18]2)[N:6]=1)([CH3:4])([CH3:3])[CH3:2].Br[CH2:22][CH2:23][CH2:24][Cl:25].C(N(CC)CC)C, predict the reaction product. The product is: [C:1]([C:5]1[N:10]=[C:9]([N:11]2[CH2:12][CH2:13][N:14]([CH2:22][CH2:23][CH2:24][Cl:25])[CH2:15][CH2:16]2)[CH:8]=[C:7]([CH:17]2[CH2:20][CH2:19][CH2:18]2)[N:6]=1)([CH3:4])([CH3:2])[CH3:3]. (7) Given the reactants [NH2:1][C@H:2]1[CH2:7][CH2:6][C@H:5]([CH2:8][CH2:9][N:10]2[CH2:15][CH2:14][CH:13]([C:16]([C:18]3[CH:23]=[CH:22][C:21]([F:24])=[CH:20][CH:19]=3)=[O:17])[CH2:12][CH2:11]2)[CH2:4][CH2:3]1.C(N(C(C)C)C(C)C)C.ClC(Cl)(O[C:38](=[O:44])OC(Cl)(Cl)Cl)Cl.[NH:46]1[C:54]2[C:49](=[CH:50][CH:51]=[CH:52][CH:53]=2)[CH2:48][CH2:47]1, predict the reaction product. The product is: [F:24][C:21]1[CH:22]=[CH:23][C:18]([C:16]([CH:13]2[CH2:12][CH2:11][N:10]([CH2:9][CH2:8][CH:5]3[CH2:6][CH2:7][CH:2]([NH:1][C:38]([N:46]4[C:54]5[C:49](=[CH:50][CH:51]=[CH:52][CH:53]=5)[CH2:48][CH2:47]4)=[O:44])[CH2:3][CH2:4]3)[CH2:15][CH2:14]2)=[O:17])=[CH:19][CH:20]=1. (8) Given the reactants [ClH:1].C(N(CC)CCNC(C1C=CC2C(=CC=C(I)C=2)C=1)=O)C.[CH2:23]([N:25]([CH2:41][CH3:42])[CH2:26][CH2:27][NH:28][C:29]([C:31]1[N:32]=[C:33]2[CH:38]=[CH:37][C:36]([I:39])=[CH:35][N:34]2[CH:40]=1)=[O:30])[CH3:24].[K+].[Br-], predict the reaction product. The product is: [ClH:1].[ClH:1].[CH2:41]([N:25]([CH2:23][CH3:24])[CH2:26][CH2:27][NH:28][C:29]([C:31]1[N:32]=[C:33]2[CH:38]=[CH:37][C:36]([I:39])=[CH:35][N:34]2[CH:40]=1)=[O:30])[CH3:42].